From a dataset of Reaction yield outcomes from USPTO patents with 853,638 reactions. Predict the reaction yield, written as a fraction of the theoretical maximum amount of product (1.0 means a 100% yield; for example, 0.34 means a 34% yield). (1) The reactants are [CH3:1][N:2]([CH3:52])[CH2:3][CH2:4][CH2:5][O:6][C:7]1[CH:12]=[CH:11][C:10]([C:13]2[CH:14]=[C:15]3[C:21]([C:22]4[C:23]([CH3:36])=[N:24][N:25]([CH2:28][C:29]5[CH:34]=[CH:33][CH:32]=[C:31]([F:35])[CH:30]=5)[C:26]=4[CH3:27])=[CH:20][N:19](S(C4C=CC(C)=CC=4)(=O)=O)[C:16]3=[N:17][CH:18]=2)=[CH:9][C:8]=1[NH:47][S:48]([CH3:51])(=[O:50])=[O:49].[OH-].[Li+]. The catalyst is C1COCC1.CO.O. The product is [CH3:52][N:2]([CH3:1])[CH2:3][CH2:4][CH2:5][O:6][C:7]1[CH:12]=[CH:11][C:10]([C:13]2[CH:14]=[C:15]3[C:21]([C:22]4[C:23]([CH3:36])=[N:24][N:25]([CH2:28][C:29]5[CH:34]=[CH:33][CH:32]=[C:31]([F:35])[CH:30]=5)[C:26]=4[CH3:27])=[CH:20][NH:19][C:16]3=[N:17][CH:18]=2)=[CH:9][C:8]=1[NH:47][S:48]([CH3:51])(=[O:50])=[O:49]. The yield is 0.160. (2) The reactants are [CH3:1][O:2][C:3]1[CH:4]=[C:5]2[C:10](=[CH:11][C:12]=1[O:13][CH2:14][CH2:15][O:16][CH3:17])[N:9]=[CH:8][N:7]=[C:6]2[S:18][C:19]1[CH:20]=[C:21]([CH:23]=[CH:24][CH:25]=1)[NH2:22].[C:26]([C:28]([C:31]1[CH:32]=[C:33]([NH:37][C:38](=O)[O:39]C2C=CC=CC=2)[CH:34]=[CH:35][CH:36]=1)([CH3:30])[CH3:29])#[N:27]. The yield is 0.230. The catalyst is C1COCC1.CN(C1C=CN=CC=1)C. The product is [C:26]([C:28]([C:31]1[CH:32]=[C:33]([NH:37][C:38]([NH:22][C:21]2[CH:23]=[CH:24][CH:25]=[C:19]([S:18][C:6]3[C:5]4[C:10](=[CH:11][C:12]([O:13][CH2:14][CH2:15][O:16][CH3:17])=[C:3]([O:2][CH3:1])[CH:4]=4)[N:9]=[CH:8][N:7]=3)[CH:20]=2)=[O:39])[CH:34]=[CH:35][CH:36]=1)([CH3:30])[CH3:29])#[N:27]. (3) The reactants are [Br:1][C:2]1[C:10]2[C:5](=[CH:6][N:7]=[C:8]([CH:11]=[O:12])[CH:9]=2)[O:4][CH:3]=1.[OH:13]P([O-])(O)=O.[K+]. The catalyst is C1COCC1.CC(O)(C)C.O. The product is [Br:1][C:2]1[C:10]2[C:5](=[CH:6][N:7]=[C:8]([C:11]([OH:13])=[O:12])[CH:9]=2)[O:4][CH:3]=1. The yield is 0.990.